From a dataset of Reaction yield outcomes from USPTO patents with 853,638 reactions. Predict the reaction yield, written as a fraction of the theoretical maximum amount of product (1.0 means a 100% yield; for example, 0.34 means a 34% yield). (1) The reactants are [Cl:1][C:2]1[CH:7]=[CH:6][C:5]([C:8]2[CH:9]=[C:10]3[C:16]([C:17]([C:19]4[C:20]([F:33])=[C:21]([NH:26][S:27]([CH2:30][CH2:31][CH3:32])(=[O:29])=[O:28])[CH:22]=[CH:23][C:24]=4[F:25])=[O:18])=[CH:15][NH:14][C:11]3=[N:12][CH:13]=2)=[CH:4][CH:3]=1.[OH-].[K+].[C:36]([O:41][CH2:42]Cl)(=[O:40])[CH:37]([CH3:39])[CH3:38].[CH3:44]N(C=O)C. The catalyst is CCOC(C)=O. The product is [C:36]([O:41][CH:42]([N:14]1[C:11]2=[N:12][CH:13]=[C:8]([C:5]3[CH:6]=[CH:7][C:2]([Cl:1])=[CH:3][CH:4]=3)[CH:9]=[C:10]2[C:16]([C:17](=[O:18])[C:19]2[C:24]([F:25])=[CH:23][CH:22]=[C:21]([NH:26][S:27]([CH2:30][CH2:31][CH3:32])(=[O:28])=[O:29])[C:20]=2[F:33])=[CH:15]1)[CH3:44])(=[O:40])[CH:37]([CH3:39])[CH3:38]. The yield is 0.633. (2) The reactants are [F:1][C:2]([F:18])([F:17])[CH2:3][NH:4][CH:5]1[CH2:11][CH2:10][C:9]2[CH:12]=[C:13]([NH2:16])[CH:14]=[CH:15][C:8]=2[CH2:7][CH2:6]1.Cl[C:20]1[N:25]=[C:24]([NH:26][C@@H:27]2[CH2:32][CH2:31][CH2:30][CH2:29][C@H:28]2[NH:33][S:34]([CH3:37])(=[O:36])=[O:35])[C:23]([Cl:38])=[CH:22][N:21]=1. No catalyst specified. The product is [Cl:38][C:23]1[C:24]([NH:26][C@@H:27]2[CH2:32][CH2:31][CH2:30][CH2:29][C@H:28]2[NH:33][S:34]([CH3:37])(=[O:36])=[O:35])=[N:25][C:20]([NH:16][C:13]2[CH:14]=[CH:15][C:8]3[CH2:7][CH2:6][CH:5]([NH:4][CH2:3][C:2]([F:17])([F:18])[F:1])[CH2:11][CH2:10][C:9]=3[CH:12]=2)=[N:21][CH:22]=1. The yield is 0.720.